This data is from Reaction yield outcomes from USPTO patents with 853,638 reactions. The task is: Predict the reaction yield, written as a fraction of the theoretical maximum amount of product (1.0 means a 100% yield; for example, 0.34 means a 34% yield). (1) The reactants are ClC(Cl)C(O)=O.N[C:8]1[N:9]([C:28]2[C:37]3[C:32](=[CH:33][CH:34]=[CH:35][CH:36]=3)[C:31]([CH:38]3[CH2:40][CH2:39]3)=[CH:30][CH:29]=2)[C:10]([S:13][CH2:14][C:15]([NH:17][C:18]2[CH:26]=[CH:25][C:21]([C:22]([OH:24])=[O:23])=[CH:20][C:19]=2[Cl:27])=[O:16])=[N:11][N:12]=1.N([O-])=O.[Na+].[Br:45]CBr. The catalyst is [Br-].C([N+](CC)(CC)CC)C1C=CC=CC=1. The product is [Br:45][C:8]1[N:9]([C:28]2[C:37]3[C:32](=[CH:33][CH:34]=[CH:35][CH:36]=3)[C:31]([CH:38]3[CH2:40][CH2:39]3)=[CH:30][CH:29]=2)[C:10]([S:13][CH2:14][C:15]([NH:17][C:18]2[CH:26]=[CH:25][C:21]([C:22]([OH:24])=[O:23])=[CH:20][C:19]=2[Cl:27])=[O:16])=[N:11][N:12]=1. The yield is 0.340. (2) The reactants are [CH3:1][C:2]1[CH:3]=[C:4]([C:19]2[S:23][C:22](/[CH:24]=[CH:25]/[C:26]3[CH:35]=[CH:34][C:29]([C:30]([O:32][CH3:33])=[O:31])=[CH:28][CH:27]=3)=[N:21][CH:20]=2)[CH:5]=[C:6]([NH:8][C:9]2[N:14]=[C:13]([C:15]([F:18])([F:17])[F:16])[CH:12]=[CH:11][N:10]=2)[CH:7]=1. The catalyst is CCOC(C)=O.[Pd]. The product is [CH3:1][C:2]1[CH:3]=[C:4]([C:19]2[S:23][C:22]([CH2:24][CH2:25][C:26]3[CH:27]=[CH:28][C:29]([C:30]([O:32][CH3:33])=[O:31])=[CH:34][CH:35]=3)=[N:21][CH:20]=2)[CH:5]=[C:6]([NH:8][C:9]2[N:14]=[C:13]([C:15]([F:18])([F:17])[F:16])[CH:12]=[CH:11][N:10]=2)[CH:7]=1. The yield is 0.820. (3) The catalyst is CC(C)=O. The yield is 0.890. The reactants are [Br:1][C:2]1[CH:7]=[CH:6][C:5]([OH:8])=[C:4]([N+:9]([O-:11])=[O:10])[CH:3]=1.Br[CH2:13][C:14]1[CH:19]=[CH:18][CH:17]=[CH:16][CH:15]=1.C([O-])([O-])=O.[K+].[K+]. The product is [CH2:13]([O:8][C:5]1[CH:6]=[CH:7][C:2]([Br:1])=[CH:3][C:4]=1[N+:9]([O-:11])=[O:10])[C:14]1[CH:19]=[CH:18][CH:17]=[CH:16][CH:15]=1. (4) The reactants are [N+:1]([C:4]1[CH:5]=[C:6](B(O)O)[CH:7]=[CH:8][CH:9]=1)([O-:3])=[O:2].Br[C:14]1[CH:20]=[CH:19][C:17]([NH2:18])=[CH:16][C:15]=1[Cl:21]. The catalyst is C1C=CC([P]([Pd]([P](C2C=CC=CC=2)(C2C=CC=CC=2)C2C=CC=CC=2)([P](C2C=CC=CC=2)(C2C=CC=CC=2)C2C=CC=CC=2)[P](C2C=CC=CC=2)(C2C=CC=CC=2)C2C=CC=CC=2)(C2C=CC=CC=2)C2C=CC=CC=2)=CC=1. The product is [Cl:21][C:15]1[CH:16]=[C:17]([NH2:18])[CH:19]=[CH:20][C:14]=1[C:6]1[CH:7]=[CH:8][CH:9]=[C:4]([N+:1]([O-:3])=[O:2])[CH:5]=1. The yield is 0.320. (5) The reactants are C(OC(=O)[N:7]([S:13]([C:16]1[CH:21]=[C:20]([Cl:22])[C:19]([O:23][C@H:24]2[CH2:28][CH2:27][CH2:26][C@@H:25]2[C:29]2[N:33]([CH3:34])[N:32]=[CH:31][CH:30]=2)=[CH:18][C:17]=1[F:35])(=[O:15])=[O:14])[C:8]1[N:9]=[CH:10][S:11][CH:12]=1)(C)(C)C.FC(F)(F)C(O)=O. The catalyst is ClCCl. The product is [Cl:22][C:20]1[C:19]([O:23][C@H:24]2[CH2:28][CH2:27][CH2:26][C@@H:25]2[C:29]2[N:33]([CH3:34])[N:32]=[CH:31][CH:30]=2)=[CH:18][C:17]([F:35])=[C:16]([S:13]([NH:7][C:8]2[N:9]=[CH:10][S:11][CH:12]=2)(=[O:15])=[O:14])[CH:21]=1. The yield is 0.990. (6) The reactants are N1C=CC=C(C[C:8]2[N:16]=[CH:15][CH:14]=[CH:13][C:9]=2[C:10]([NH2:12])=[O:11])C=1.[N:17]1[CH:22]=[CH:21][CH:20]=[CH:19][CH:18]=1.Cl.[C:24](Cl)(=O)C1C=CC=NC=1.C(Cl)Cl.CO. The catalyst is C(Cl)Cl. The product is [N:17]1[CH:22]=[CH:21][CH:20]=[CH:19][C:18]=1[CH2:24][NH:12][C:10](=[O:11])[C:9]1[CH:13]=[CH:14][CH:15]=[N:16][CH:8]=1. The yield is 0.800. (7) The yield is 0.930. No catalyst specified. The reactants are [H-].[Na+].Cl[C:4]1[N:9]=[C:8]([C:10]2[C:18]([C:19]3[CH:24]=[CH:23][C:22]([F:25])=[CH:21][CH:20]=3)=[C:13]3[CH:14]=[CH:15][CH:16]=[CH:17][N:12]3[N:11]=2)[CH:7]=[CH:6][CH:5]=1.[CH2:26]([OH:28])[CH3:27]. The product is [CH2:26]([O:28][C:4]1[N:9]=[C:8]([C:10]2[C:18]([C:19]3[CH:24]=[CH:23][C:22]([F:25])=[CH:21][CH:20]=3)=[C:13]3[CH:14]=[CH:15][CH:16]=[CH:17][N:12]3[N:11]=2)[CH:7]=[CH:6][CH:5]=1)[CH3:27]. (8) The reactants are [NH2:1]C1C=CC(C2C3C(=NC=NC=3N)N(C3CCN(C4CCN(C)CC4)CC3)N=2)=CC=1[O:31]C.[CH3:33][N:34]1[C:42]2[C:37](=[CH:38][CH:39]=[CH:40][CH:41]=2)[CH:36]=[C:35]1[C:43](Cl)=[O:44].[OH-].[Na+]. The catalyst is N1C=CC=CC=1.ClCCl. The product is [OH-:31].[NH4+:1].[CH3:33][N:34]1[C:42]2[C:37](=[CH:38][CH:39]=[CH:40][CH:41]=2)[CH:36]=[C:35]1[C:43]([NH2:1])=[O:44]. The yield is 0.0200. (9) The reactants are [CH3:1][C:2]1[CH:3]=[C:4]([O:15][C:16]2[C:25]3[C:20](=[CH:21][C:22]([OH:28])=[C:23]([O:26][CH3:27])[CH:24]=3)[N:19]=[CH:18][CH:17]=2)[C:5]([C:9]2[CH:14]=[CH:13][CH:12]=[CH:11][N:10]=2)=[N:6][C:7]=1[CH3:8].C1(P(C2C=CC=CC=2)C2C=CC=CC=2)C=CC=CC=1.CC1(C)[O:54][CH2:53][CH:52]([CH2:55]O)[CH2:51][O:50]1.CCOC(/N=N/C(OCC)=O)=O.S(=O)(=O)(O)O.[OH-].[Na+]. The catalyst is O1CCCC1.O. The product is [CH3:1][C:2]1[CH:3]=[C:4]([O:15][C:16]2[C:25]3[C:20](=[CH:21][C:22]([O:28][CH2:55][CH:52]([CH2:53][OH:54])[CH2:51][OH:50])=[C:23]([O:26][CH3:27])[CH:24]=3)[N:19]=[CH:18][CH:17]=2)[C:5]([C:9]2[CH:14]=[CH:13][CH:12]=[CH:11][N:10]=2)=[N:6][C:7]=1[CH3:8]. The yield is 0.520.